Dataset: Reaction yield outcomes from USPTO patents with 853,638 reactions. Task: Predict the reaction yield, written as a fraction of the theoretical maximum amount of product (1.0 means a 100% yield; for example, 0.34 means a 34% yield). (1) No catalyst specified. The yield is 0.700. The reactants are [C:1]1([CH3:11])[CH:6]=[CH:5][C:4](S([O-])(=O)=O)=[CH:3][CH:2]=1.[NH+:12]1[CH:17]=CC=[CH:14][CH:13]=1.[CH2:18]([OH:20])[CH3:19].[OH2:21]. The product is [OH:21][C:4]1[CH:5]=[CH:6][C:1]([C:11]2[CH:14]=[CH:13][N:12]([CH3:17])[C:18](=[O:20])[CH:19]=2)=[CH:2][CH:3]=1. (2) The reactants are Br[C:2]1[CH:16]=[CH:15][C:5]([CH2:6][O:7][Si:8]([C:11]([CH3:14])([CH3:13])[CH3:12])([CH3:10])[CH3:9])=[CH:4][CH:3]=1.[Li]CCCC.CCCCCC.C(N(CC)[C:31](=[O:36])[C:32]([F:35])([F:34])[F:33])C. The catalyst is C1COCC1. The product is [Si:8]([O:7][CH2:6][C:5]1[CH:15]=[CH:16][C:2]([C:31](=[O:36])[C:32]([F:35])([F:34])[F:33])=[CH:3][CH:4]=1)([C:11]([CH3:14])([CH3:13])[CH3:12])([CH3:10])[CH3:9]. The yield is 0.650. (3) No catalyst specified. The yield is 0.100. The reactants are [N:1]1[CH:6]=[CH:5][CH:4]=[CH:3][C:2]=1[C:7]1[O:11][CH:10]=[N:9][CH:8]=1.[CH2:12]([O:19][C:20]1[CH:30]=[CH:29][C:23]([O:24][CH2:25][C:26](O)=[O:27])=[CH:22][CH:21]=1)[C:13]1[CH:18]=[CH:17][CH:16]=[CH:15][CH:14]=1. The product is [CH2:12]([O:19][C:20]1[CH:21]=[CH:22][C:23]([O:24][CH2:25][C:26]([C:10]2[O:11][C:7]([C:2]3[CH:3]=[CH:4][CH:5]=[CH:6][N:1]=3)=[CH:8][N:9]=2)=[O:27])=[CH:29][CH:30]=1)[C:13]1[CH:14]=[CH:15][CH:16]=[CH:17][CH:18]=1. (4) The reactants are [O:1]=[C:2]1[NH:6][CH:5]2[C:7]3[C:12]([CH2:13][CH:4]2[CH2:3]1)=[CH:11][CH:10]=[C:9]([C:14]([O:16][CH3:17])=[O:15])[CH:8]=3.CN(C1C=CC=CN=1)C.C(N(CC)CC)C.[C:34](O[C:34]([O:36][C:37]([CH3:40])([CH3:39])[CH3:38])=[O:35])([O:36][C:37]([CH3:40])([CH3:39])[CH3:38])=[O:35]. The catalyst is C(#N)C.C(OCC)(=O)C. The product is [O:1]=[C:2]1[N:6]([C:34]([O:36][C:37]([CH3:40])([CH3:39])[CH3:38])=[O:35])[CH:5]2[C:7]3[C:12]([CH2:13][CH:4]2[CH2:3]1)=[CH:11][CH:10]=[C:9]([C:14]([O:16][CH3:17])=[O:15])[CH:8]=3. The yield is 0.920. (5) The reactants are [I:1][C:2]1[C:10]2[C:5](=[CH:6][CH:7]=[C:8]([N+:11]([O-:13])=[O:12])[CH:9]=2)[NH:4][N:3]=1.C(N(CC)CC)C.[C:21](O[C:21]([O:23][C:24]([CH3:27])([CH3:26])[CH3:25])=[O:22])([O:23][C:24]([CH3:27])([CH3:26])[CH3:25])=[O:22]. The catalyst is CC#N.CN(C1C=CN=CC=1)C. The product is [I:1][C:2]1[C:10]2[C:5](=[CH:6][CH:7]=[C:8]([N+:11]([O-:13])=[O:12])[CH:9]=2)[N:4]([C:21]([O:23][C:24]([CH3:27])([CH3:26])[CH3:25])=[O:22])[N:3]=1. The yield is 0.770. (6) The reactants are CCC(=O)CC(=O)CC.[CH3:10][CH:11]([C:13](=[O:20])[CH2:14][C:15](=[O:19])[CH:16]([CH3:18])[CH3:17])[CH3:12]. No catalyst specified. The product is [CH3:18][CH:16]([CH:15]([OH:19])[CH2:14][CH:13]([OH:20])[CH:11]([CH3:12])[CH3:10])[CH3:17]. The yield is 0.900. (7) The reactants are [N+:1]([C:4]1[CH:12]=[C:11]2[C:7]([CH:8]=[CH:9][NH:10]2)=[CH:6][CH:5]=1)([O-:3])=[O:2].ClS([N:17]=[C:18]=O)(=O)=O.C([O-])(O)=O.[Na+]. The catalyst is CN(C=O)C.CC#N. The product is [N+:1]([C:4]1[CH:12]=[C:11]2[C:7]([C:8]([C:18]#[N:17])=[CH:9][NH:10]2)=[CH:6][CH:5]=1)([O-:3])=[O:2]. The yield is 0.820. (8) The reactants are [NH2:1][C:2]([C:4]1[CH:29]=[CH:28][C:7]([O:8][CH2:9][CH2:10][CH2:11][O:12][C:13]2[CH:14]=[C:15]3[C:19](=[CH:20][CH:21]=2)[C@H:18]([CH2:22][C:23]([O:25][CH2:26][CH3:27])=[O:24])[CH2:17][CH2:16]3)=[C:6]([O:30][CH3:31])[CH:5]=1)=[S:3].Cl[CH2:33][C:34](N(C)C)=[O:35].[CH3:39][CH:40](O)[CH3:41]. No catalyst specified. The product is [CH2:26]([O:25][C:23](=[O:24])[CH2:22][C@H:18]1[C:19]2[C:15](=[CH:14][C:13]([O:12][CH2:11][CH2:10][CH2:9][O:8][C:7]3[CH:28]=[CH:29][C:4]([C:2]4[S:3][CH:33]=[C:34]([O:35][CH:40]([CH3:41])[CH3:39])[N:1]=4)=[CH:5][C:6]=3[O:30][CH3:31])=[CH:21][CH:20]=2)[CH2:16][CH2:17]1)[CH3:27]. The yield is 0.490. (9) The reactants are Br[C:2]1[CH:7]=[CH:6][C:5]([CH2:8][C:9]([C:22]2[CH:27]=[CH:26][CH:25]=[C:24]([O:28][C:29]([F:32])([F:31])[F:30])[CH:23]=2)([C:11]2[CH:16]=[CH:15][CH:14]=[C:13]([O:17][C:18]([F:21])([F:20])[F:19])[CH:12]=2)[NH2:10])=[CH:4][CH:3]=1.[Br-].[CH2:34]([O:36][C:37](=[O:41])[CH2:38][CH2:39][Zn+])[CH3:35].C(N(CC)CC)C.[F:49][C:50]1[CH:58]=[CH:57][C:53]([C:54](Cl)=[O:55])=[CH:52][C:51]=1[C:59]([F:62])([F:61])[F:60]. The catalyst is C1COCC1.CCOCC.C1C=CC([P]([Pd]([P](C2C=CC=CC=2)(C2C=CC=CC=2)C2C=CC=CC=2)([P](C2C=CC=CC=2)(C2C=CC=CC=2)C2C=CC=CC=2)[P](C2C=CC=CC=2)(C2C=CC=CC=2)C2C=CC=CC=2)(C2C=CC=CC=2)C2C=CC=CC=2)=CC=1. The product is [F:49][C:50]1[CH:58]=[CH:57][C:53]([C:54]([NH:10][C:9]([C:22]2[CH:27]=[CH:26][CH:25]=[C:24]([O:28][C:29]([F:32])([F:31])[F:30])[CH:23]=2)([C:11]2[CH:16]=[CH:15][CH:14]=[C:13]([O:17][C:18]([F:21])([F:20])[F:19])[CH:12]=2)[CH2:8][C:5]2[CH:6]=[CH:7][C:2]([CH2:39][CH2:38][C:37]([O:36][CH2:34][CH3:35])=[O:41])=[CH:3][CH:4]=2)=[O:55])=[CH:52][C:51]=1[C:59]([F:60])([F:61])[F:62]. The yield is 0.310.